Dataset: Reaction yield outcomes from USPTO patents with 853,638 reactions. Task: Predict the reaction yield, written as a fraction of the theoretical maximum amount of product (1.0 means a 100% yield; for example, 0.34 means a 34% yield). The reactants are [I:1][C:2]1[CH:3]=[C:4]([N+:28]([O-])=O)[C:5]([NH:8][CH2:9][C:10]2[CH:15]=[CH:14][C:13]([O:16][CH2:17][C:18]3[CH:19]=[N:20][C:21]([O:24][CH3:25])=[CH:22][CH:23]=3)=[C:12]([O:26][CH3:27])[CH:11]=2)=[N:6][CH:7]=1. The catalyst is C(O)(=O)C.C(OCC)(=O)C.[Fe]. The product is [I:1][C:2]1[CH:3]=[C:4]([NH2:28])[C:5]([NH:8][CH2:9][C:10]2[CH:15]=[CH:14][C:13]([O:16][CH2:17][C:18]3[CH:19]=[N:20][C:21]([O:24][CH3:25])=[CH:22][CH:23]=3)=[C:12]([O:26][CH3:27])[CH:11]=2)=[N:6][CH:7]=1. The yield is 0.840.